Task: Regression. Given two drug SMILES strings and cell line genomic features, predict the synergy score measuring deviation from expected non-interaction effect.. Dataset: NCI-60 drug combinations with 297,098 pairs across 59 cell lines (1) Drug 1: C1CC(=O)NC(=O)C1N2CC3=C(C2=O)C=CC=C3N. Drug 2: CC1CCC2CC(C(=CC=CC=CC(CC(C(=O)C(C(C(=CC(C(=O)CC(OC(=O)C3CCCCN3C(=O)C(=O)C1(O2)O)C(C)CC4CCC(C(C4)OC)O)C)C)O)OC)C)C)C)OC. Cell line: NCI-H226. Synergy scores: CSS=13.9, Synergy_ZIP=-4.39, Synergy_Bliss=-1.45, Synergy_Loewe=-29.1, Synergy_HSA=0.765. (2) Drug 1: CC1C(C(=O)NC(C(=O)N2CCCC2C(=O)N(CC(=O)N(C(C(=O)O1)C(C)C)C)C)C(C)C)NC(=O)C3=C4C(=C(C=C3)C)OC5=C(C(=O)C(=C(C5=N4)C(=O)NC6C(OC(=O)C(N(C(=O)CN(C(=O)C7CCCN7C(=O)C(NC6=O)C(C)C)C)C)C(C)C)C)N)C. Drug 2: CC12CCC3C(C1CCC2OP(=O)(O)O)CCC4=C3C=CC(=C4)OC(=O)N(CCCl)CCCl.[Na+]. Cell line: U251. Synergy scores: CSS=72.5, Synergy_ZIP=22.2, Synergy_Bliss=22.0, Synergy_Loewe=-8.75, Synergy_HSA=19.7. (3) Drug 1: CC1C(C(CC(O1)OC2CC(CC3=C2C(=C4C(=C3O)C(=O)C5=C(C4=O)C(=CC=C5)OC)O)(C(=O)CO)O)N)O.Cl. Drug 2: C1=CC=C(C(=C1)C(C2=CC=C(C=C2)Cl)C(Cl)Cl)Cl. Cell line: SF-539. Synergy scores: CSS=12.0, Synergy_ZIP=10.2, Synergy_Bliss=25.4, Synergy_Loewe=-24.2, Synergy_HSA=4.44. (4) Drug 1: CC1C(C(CC(O1)OC2CC(CC3=C2C(=C4C(=C3O)C(=O)C5=C(C4=O)C(=CC=C5)OC)O)(C(=O)C)O)N)O.Cl. Drug 2: CCCS(=O)(=O)NC1=C(C(=C(C=C1)F)C(=O)C2=CNC3=C2C=C(C=N3)C4=CC=C(C=C4)Cl)F. Cell line: MDA-MB-435. Synergy scores: CSS=12.8, Synergy_ZIP=-4.99, Synergy_Bliss=-2.98, Synergy_Loewe=-7.22, Synergy_HSA=-3.69. (5) Drug 2: CCC1(C2=C(COC1=O)C(=O)N3CC4=CC5=C(C=CC(=C5CN(C)C)O)N=C4C3=C2)O.Cl. Drug 1: C1CCC(CC1)NC(=O)N(CCCl)N=O. Cell line: SF-295. Synergy scores: CSS=57.7, Synergy_ZIP=5.37, Synergy_Bliss=6.05, Synergy_Loewe=9.04, Synergy_HSA=10.1. (6) Drug 1: COCCOC1=C(C=C2C(=C1)C(=NC=N2)NC3=CC=CC(=C3)C#C)OCCOC.Cl. Drug 2: N.N.Cl[Pt+2]Cl. Cell line: SF-268. Synergy scores: CSS=54.5, Synergy_ZIP=-1.26, Synergy_Bliss=-1.98, Synergy_Loewe=-7.19, Synergy_HSA=-1.14. (7) Drug 1: C1C(C(OC1N2C=C(C(=O)NC2=O)F)CO)O. Drug 2: CC1CCC2CC(C(=CC=CC=CC(CC(C(=O)C(C(C(=CC(C(=O)CC(OC(=O)C3CCCCN3C(=O)C(=O)C1(O2)O)C(C)CC4CCC(C(C4)OC)O)C)C)O)OC)C)C)C)OC. Cell line: COLO 205. Synergy scores: CSS=21.3, Synergy_ZIP=1.17, Synergy_Bliss=-0.506, Synergy_Loewe=-2.80, Synergy_HSA=0.269. (8) Synergy scores: CSS=24.3, Synergy_ZIP=-6.38, Synergy_Bliss=-4.35, Synergy_Loewe=-1.91, Synergy_HSA=-1.93. Cell line: CAKI-1. Drug 2: CCCS(=O)(=O)NC1=C(C(=C(C=C1)F)C(=O)C2=CNC3=C2C=C(C=N3)C4=CC=C(C=C4)Cl)F. Drug 1: C1CCC(CC1)NC(=O)N(CCCl)N=O. (9) Drug 1: C1=CC(=C2C(=C1NCCNCCO)C(=O)C3=C(C=CC(=C3C2=O)O)O)NCCNCCO. Drug 2: C1=NC2=C(N=C(N=C2N1C3C(C(C(O3)CO)O)O)F)N. Cell line: HCT116. Synergy scores: CSS=30.6, Synergy_ZIP=-8.37, Synergy_Bliss=-13.7, Synergy_Loewe=-31.0, Synergy_HSA=-11.0.